This data is from Full USPTO retrosynthesis dataset with 1.9M reactions from patents (1976-2016). The task is: Predict the reactants needed to synthesize the given product. Given the product [NH2:25][C:24]1[N:10]([C:4]2[C:5]([Cl:9])=[CH:6][CH:7]=[CH:8][C:3]=2[Br:2])[N:11]=[CH:20][C:21]=1[C:22]#[N:23], predict the reactants needed to synthesize it. The reactants are: Cl.[Br:2][C:3]1[CH:8]=[CH:7][CH:6]=[C:5]([Cl:9])[C:4]=1[NH:10][NH2:11].C(Cl)Cl.[OH-].[Na+].C(O[CH:20]=[C:21]([C:24]#[N:25])[C:22]#[N:23])C.